Dataset: Reaction yield outcomes from USPTO patents with 853,638 reactions. Task: Predict the reaction yield, written as a fraction of the theoretical maximum amount of product (1.0 means a 100% yield; for example, 0.34 means a 34% yield). (1) The reactants are [CH2:1]([O:8][C:9]1[C:10](=[O:20])[C:11]([Cl:19])=[C:12](C(O)=O)[N:13]([CH3:15])[CH:14]=1)[C:2]1[CH:7]=[CH:6][CH:5]=[CH:4][CH:3]=1. The catalyst is CN(C=O)C. The product is [CH2:1]([O:8][C:9]1[C:10](=[O:20])[C:11]([Cl:19])=[CH:12][N:13]([CH3:15])[CH:14]=1)[C:2]1[CH:3]=[CH:4][CH:5]=[CH:6][CH:7]=1. The yield is 0.940. (2) The reactants are Br[C:2]1[C:7]([CH:8]=[O:9])=[CH:6][CH:5]=[CH:4][N:3]=1.[CH3:10][O:11][C:12]1[CH:17]=[CH:16][C:15]([C:18]#[CH:19])=[CH:14][CH:13]=1. The catalyst is C(N(CC)CC)C.[Cu]I. The product is [CH3:10][O:11][C:12]1[CH:17]=[CH:16][C:15]([C:18]#[C:19][C:2]2[C:7]([CH:8]=[O:9])=[CH:6][CH:5]=[CH:4][N:3]=2)=[CH:14][CH:13]=1. The yield is 0.990.